From a dataset of Forward reaction prediction with 1.9M reactions from USPTO patents (1976-2016). Predict the product of the given reaction. (1) Given the reactants C(N(CC)CC)C.[CH:8]([S:11](Cl)(=[O:13])=[O:12])([CH3:10])[CH3:9].[O:15]1[C:19]2([CH2:24][CH2:23][O:22][CH2:21][CH:20]2[NH2:25])[O:18][CH2:17][CH2:16]1, predict the reaction product. The product is: [O:15]1[C:19]2([CH2:24][CH2:23][O:22][CH2:21][CH:20]2[NH:25][S:11]([CH:8]([CH3:10])[CH3:9])(=[O:13])=[O:12])[O:18][CH2:17][CH2:16]1. (2) Given the reactants [NH2:1][CH:2]1[CH2:7][CH2:6][N:5]([CH2:8][CH2:9][N:10]2[C:19]3[C:14](=[N:15][CH:16]=[C:17]([F:20])[CH:18]=3)[CH:13]=[CH:12][C:11]2=[O:21])[CH2:4][CH2:3]1.[Br:22][C:23]1[CH:24]=[C:25]([CH:31]=O)[CH:26]=[N:27][C:28]=1[CH2:29][OH:30].C(O[BH-](OC(=O)C)OC(=O)C)(=O)C.[Na+].C([O-])(O)=O.[Na+], predict the reaction product. The product is: [Br:22][C:23]1[CH:24]=[C:25]([CH2:31][NH:1][CH:2]2[CH2:3][CH2:4][N:5]([CH2:8][CH2:9][N:10]3[C:19]4[C:14](=[N:15][CH:16]=[C:17]([F:20])[CH:18]=4)[CH:13]=[CH:12][C:11]3=[O:21])[CH2:6][CH2:7]2)[CH:26]=[N:27][C:28]=1[CH2:29][OH:30].